Dataset: Reaction yield outcomes from USPTO patents with 853,638 reactions. Task: Predict the reaction yield, written as a fraction of the theoretical maximum amount of product (1.0 means a 100% yield; for example, 0.34 means a 34% yield). (1) The reactants are [O:1]=[C:2]1[CH2:5][CH:4]([C:6]([OH:8])=O)[CH2:3]1.[CH2:9](CN)[C:10]1[CH:15]=[CH:14][CH:13]=[CH:12][CH:11]=1.[CH2:18]([N:20](CC)CC)C.F[P-](F)(F)(F)(F)F.N1(O[P+](N(C)C)(N(C)C)N(C)C)C2C=CC=CC=2N=N1. The catalyst is CN(C=O)C. The product is [CH2:9]([N:20]([CH3:18])[C:6]([CH:4]1[CH2:3][C:2](=[O:1])[CH2:5]1)=[O:8])[C:10]1[CH:11]=[CH:12][CH:13]=[CH:14][CH:15]=1. The yield is 0.640. (2) The reactants are [CH2:1]([C@:3]12[CH2:17][CH2:16][C:11]3(OCC[O:12]3)[CH2:10][C@H:9]1[CH2:8][CH2:7][O:6][C:5]1[CH:18]=[C:19]([C:22]([NH:24][C:25]3[C:26]([CH3:31])=[N:27][CH:28]=[CH:29][CH:30]=3)=[O:23])[CH:20]=[CH:21][C:4]2=1)[CH3:2].[CH2:32]([C@@:34]12[CH2:48][CH2:47][C:42]3(OCC[O:43]3)[CH2:41][C@@H:40]1[CH2:39][CH2:38][O:37][C:36]1[CH:49]=[C:50]([C:53]([NH:55][C:56]3[C:57]([CH3:62])=[N:58][CH:59]=[CH:60][CH:61]=3)=[O:54])[CH:51]=[CH:52][C:35]2=1)[CH3:33].Cl.O.C([O-])(O)=O.[Na+]. The catalyst is C1COCC1.CCOC(C)=O. The product is [CH2:1]([C@:3]12[CH2:17][CH2:16][C:11](=[O:12])[CH2:10][C@H:9]1[CH2:8][CH2:7][O:6][C:5]1[CH:18]=[C:19]([C:22]([NH:24][C:25]3[C:26]([CH3:31])=[N:27][CH:28]=[CH:29][CH:30]=3)=[O:23])[CH:20]=[CH:21][C:4]2=1)[CH3:2].[CH2:32]([C@@:34]12[CH2:48][CH2:47][C:42](=[O:43])[CH2:41][C@@H:40]1[CH2:39][CH2:38][O:37][C:36]1[CH:49]=[C:50]([C:53]([NH:55][C:56]3[C:57]([CH3:62])=[N:58][CH:59]=[CH:60][CH:61]=3)=[O:54])[CH:51]=[CH:52][C:35]2=1)[CH3:33]. The yield is 0.960. (3) The reactants are [CH3:1][N:2]1[C:6]([CH3:7])=[C:5](/[CH:8]=[CH:9]/[C:10]([O:12]CC)=[O:11])[CH:4]=[N:3]1.[OH-].[Na+].Cl. The catalyst is CO. The product is [CH3:1][N:2]1[C:6]([CH3:7])=[C:5](/[CH:8]=[CH:9]/[C:10]([OH:12])=[O:11])[CH:4]=[N:3]1. The yield is 0.870.